This data is from Reaction yield outcomes from USPTO patents with 853,638 reactions. The task is: Predict the reaction yield, written as a fraction of the theoretical maximum amount of product (1.0 means a 100% yield; for example, 0.34 means a 34% yield). (1) The reactants are [C:1]([C:5]1[CH:12]=[CH:11][C:8]([CH2:9]Br)=[CH:7][CH:6]=1)([CH3:4])([CH3:3])[CH3:2].[H-].[Na+].[F:15][C:16]([F:25])([F:24])[CH2:17][CH2:18][CH:19]([C:22]#[N:23])[C:20]#[N:21]. The catalyst is CN(C)C=O. The product is [C:1]([C:5]1[CH:12]=[CH:11][C:8]([CH2:9][C:19]([CH2:18][CH2:17][C:16]([F:15])([F:24])[F:25])([C:20]#[N:21])[C:22]#[N:23])=[CH:7][CH:6]=1)([CH3:4])([CH3:3])[CH3:2]. The yield is 0.470. (2) The reactants are [N:1]([CH2:4][C:5]1[CH:6]=[C:7]([CH:39]=[CH:40][CH:41]=1)[C:8]([NH:10][C:11]1[CH:16]=[CH:15][C:14]([N:17]2[CH2:22][CH2:21][CH2:20][CH2:19][CH2:18]2)=[CH:13][C:12]=1[C:23]([NH:25]/[N:26]=[CH:27]/[C:28]1[CH:33]=[CH:32][C:31]([Cl:34])=[C:30]([C:35]([F:38])([F:37])[F:36])[CH:29]=1)=[O:24])=[O:9])=[N+:2]=[N-:3].[C:42]([OH:49])(=[O:48])[CH2:43][CH2:44][CH2:45][C:46]#[CH:47]. No catalyst specified. The product is [Cl:34][C:31]1[CH:32]=[CH:33][C:28](/[CH:27]=[N:26]/[NH:25][C:23]([C:12]2[CH:13]=[C:14]([N:17]3[CH2:18][CH2:19][CH2:20][CH2:21][CH2:22]3)[CH:15]=[CH:16][C:11]=2[NH:10][C:8]([C:7]2[CH:6]=[C:5]([CH:41]=[CH:40][CH:39]=2)[CH2:4][N:1]2[CH:47]=[C:46]([CH2:45][CH2:44][CH2:43][C:42]([OH:49])=[O:48])[N:3]=[N:2]2)=[O:9])=[O:24])=[CH:29][C:30]=1[C:35]([F:38])([F:36])[F:37]. The yield is 0.570. (3) The reactants are [OH:1][C:2]1([CH3:26])[CH2:7][CH2:6][N:5]([C@H:8]([C:20]2[CH:25]=[CH:24][CH:23]=[CH:22][CH:21]=2)[C:9]([O:11][C@H](C2C=CC=CC=2)C)=[O:10])[CH2:4][CH2:3]1.FC(F)(F)C(O)=O. The catalyst is ClCCl. The product is [OH:1][C:2]1([CH3:26])[CH2:3][CH2:4][N:5]([C@H:8]([C:20]2[CH:25]=[CH:24][CH:23]=[CH:22][CH:21]=2)[C:9]([OH:11])=[O:10])[CH2:6][CH2:7]1. The yield is 0.980. (4) The reactants are [N+:1]([CH2:4][CH2:5][O:6][CH:7]1[CH2:12][CH2:11][CH2:10][CH2:9][O:8]1)([O-:3])=O.[C:13]([C:15]1[CH:20]=[C:19]([C:21]([F:24])([F:23])[F:22])[CH:18]=[C:17]([C:25]([F:28])([F:27])[F:26])[CH:16]=1)#[CH:14].N(C1C=CC=CC=1)=C=O.O. The catalyst is C(#N)C. The product is [O:8]1[CH2:9][CH2:10][CH2:11][CH2:12][CH:7]1[O:6][CH2:5][C:4]1[CH:14]=[C:13]([C:15]2[CH:16]=[C:17]([C:25]([F:26])([F:27])[F:28])[CH:18]=[C:19]([C:21]([F:22])([F:23])[F:24])[CH:20]=2)[O:3][N:1]=1. The yield is 0.410. (5) The reactants are Br[CH2:2][CH3:3].C(=O)([O-])[O-].[K+].[K+].[C:10]1([N:16]2[C:24](=[O:25])[C:23]3[C@@H:22]4[C:26]([CH3:28])([CH3:27])[C@@:19]([CH3:29])([CH2:20][CH2:21]4)[C:18]=3[NH:17]2)[CH:15]=[CH:14][CH:13]=[CH:12][CH:11]=1. The catalyst is CC(C)=O.CO. The product is [CH2:2]([N:17]1[C:18]2[C@@:19]3([CH3:29])[C:26]([CH3:28])([CH3:27])[C@H:22]([CH2:21][CH2:20]3)[C:23]=2[C:24](=[O:25])[N:16]1[C:10]1[CH:11]=[CH:12][CH:13]=[CH:14][CH:15]=1)[CH3:3]. The yield is 0.0900. (6) The reactants are [CH:1]1[C:5]2[C:6]([Cl:10])=[N:7][CH:8]=[N:9][C:4]=2[NH:3][CH:2]=1.ClC(Cl)(O[C:15](=[O:21])OC(Cl)(Cl)Cl)Cl.CCN(C(C)C)C(C)C.[NH2:32][C:33]1[CH:34]=[C:35]([NH:40][C:41](=[O:58])[C:42]2[CH:47]=[C:46]([C:48]([F:51])([F:50])[F:49])[CH:45]=[C:44]([N:52]3[CH:56]=[C:55]([CH3:57])[N:54]=[CH:53]3)[CH:43]=2)[CH:36]=[CH:37][C:38]=1[CH3:39]. The catalyst is C1COCC1. The product is [CH3:39][C:38]1[CH:37]=[CH:36][C:35]([NH:40][C:41](=[O:58])[C:42]2[CH:47]=[C:46]([C:48]([F:49])([F:50])[F:51])[CH:45]=[C:44]([N:52]3[CH:56]=[C:55]([CH3:57])[N:54]=[CH:53]3)[CH:43]=2)=[CH:34][C:33]=1[NH:32][C:15]([N:3]1[C:4]2[N:9]=[CH:8][N:7]=[C:6]([Cl:10])[C:5]=2[CH:1]=[CH:2]1)=[O:21]. The yield is 0.650. (7) The reactants are [Cl:1][C:2]1[CH:7]=[CH:6][CH:5]=[CH:4][C:3]=1[N:8]([CH3:13])[CH2:9][C:10](O)=[O:11].C(Cl)(=O)C(Cl)=O.[NH2:20][NH:21][C:22]([NH2:24])=[S:23].N1C=CC=CC=1. The catalyst is ClCCl.CN(C=O)C.O. The product is [Cl:1][C:2]1[CH:7]=[CH:6][CH:5]=[CH:4][C:3]=1[N:8]([CH2:9][C:10]([NH:20][NH:21][C:22](=[S:23])[NH2:24])=[O:11])[CH3:13]. The yield is 0.690. (8) The product is [Br:1][C:2]1[C:3]([F:12])=[CH:4][C:5]2[S:9][C:8]([NH:10][C:16]([NH:15][CH2:13][CH3:14])=[O:17])=[N:7][C:6]=2[CH:11]=1. The yield is 0.690. The reactants are [Br:1][C:2]1[C:3]([F:12])=[CH:4][C:5]2[S:9][C:8]([NH2:10])=[N:7][C:6]=2[CH:11]=1.[CH2:13]([N:15]=[C:16]=[O:17])[CH3:14].O. The catalyst is O1CCOCC1. (9) The reactants are CNCCNC.[CH3:7][S:8][C:9]1[CH:14]=[CH:13][NH:12][C:11](=[O:15])[N:10]=1.Br[C:17]1[CH:28]=[CH:27][C:20]([O:21][CH2:22][C:23]([CH3:26])([OH:25])[CH3:24])=[C:19]([O:29][CH3:30])[CH:18]=1.P([O-])([O-])([O-])=O.[K+].[K+].[K+]. The catalyst is C(Cl)Cl.[Cu]I.O1CCOCC1.CN(C=O)C. The product is [OH:25][C:23]([CH3:26])([CH3:24])[CH2:22][O:21][C:20]1[CH:27]=[CH:28][C:17]([N:12]2[CH:13]=[CH:14][C:9]([S:8][CH3:7])=[N:10][C:11]2=[O:15])=[CH:18][C:19]=1[O:29][CH3:30]. The yield is 0.370.